Dataset: Forward reaction prediction with 1.9M reactions from USPTO patents (1976-2016). Task: Predict the product of the given reaction. (1) The product is: [ClH:27].[ClH:27].[CH3:1][O:2][N:3]([CH3:21])[C:4]([CH:6]1[CH2:11][CH2:10][N:9]([C:12]2[CH:13]=[CH:14][C:15]([NH2:18])=[CH:16][CH:17]=2)[CH2:8][CH2:7]1)=[O:5]. Given the reactants [CH3:1][O:2][N:3]([CH3:21])[C:4]([CH:6]1[CH2:11][CH2:10][N:9]([C:12]2[CH:17]=[CH:16][C:15]([N+:18]([O-])=O)=[CH:14][CH:13]=2)[CH2:8][CH2:7]1)=[O:5].C(=O)=O.[H][H].[ClH:27], predict the reaction product. (2) Given the reactants F[C:2]1[CH:7]=[CH:6][C:5]([N+:8]([O-:10])=[O:9])=[CH:4][CH:3]=1.C(=O)([O-])[O-].[K+].[K+].[CH:17]1[C:26]2[C:21](=[CH:22][CH:23]=[CH:24][CH:25]=2)[CH:20]=[CH:19][C:18]=1[OH:27].O, predict the reaction product. The product is: [CH:17]1[C:26]2[C:21](=[CH:22][CH:23]=[CH:24][CH:25]=2)[CH:20]=[CH:19][C:18]=1[O:27][C:2]1[CH:7]=[CH:6][C:5]([N+:8]([O-:10])=[O:9])=[CH:4][CH:3]=1. (3) Given the reactants [CH3:1][O:2][C:3]([C:5]1[NH:15][C:8]2=[N:9][CH:10]=[C:11]([CH:13]=O)[CH:12]=[C:7]2[CH:6]=1)=[O:4].[N+:16]([C:19]1[CH:20]=[C:21]([CH:24]=[CH:25][CH:26]=1)[CH2:22][NH2:23])([O-:18])=[O:17].[BH3-]C#N.[Na+].C([O-])(O)=O.[Na+], predict the reaction product. The product is: [CH3:1][O:2][C:3]([C:5]1[NH:15][C:8]2=[N:9][CH:10]=[C:11]([CH2:13][NH:23][CH2:22][C:21]3[CH:24]=[CH:25][CH:26]=[C:19]([N+:16]([O-:18])=[O:17])[CH:20]=3)[CH:12]=[C:7]2[CH:6]=1)=[O:4]. (4) Given the reactants [NH2:1][C:2]1[C:7]([F:8])=[CH:6][C:5]([C:9]2[CH:14]=[CH:13][C:12]([C:15]([F:18])([F:17])[F:16])=[CH:11][CH:10]=2)=[CH:4][C:3]=1/[CH:19]=[CH:20]/[C:21]([O:23]CC)=O.[H][H], predict the reaction product. The product is: [F:8][C:7]1[CH:6]=[C:5]([C:9]2[CH:14]=[CH:13][C:12]([C:15]([F:18])([F:17])[F:16])=[CH:11][CH:10]=2)[CH:4]=[C:3]2[C:2]=1[NH:1][C:21](=[O:23])[CH2:20][CH2:19]2. (5) Given the reactants C([O-])([O-])=O.[K+].[K+].I[CH3:8].[Cl:9][C:10]1[C:19]([I:20])=[CH:18][C:13]2[NH:14][C:15](=[S:17])[NH:16][C:12]=2[CH:11]=1, predict the reaction product. The product is: [Cl:9][C:10]1[C:19]([I:20])=[CH:18][C:13]2[N:14]=[C:15]([S:17][CH3:8])[NH:16][C:12]=2[CH:11]=1. (6) Given the reactants [ClH:1].[NH2:2][CH:3]([C:14]([NH2:16])=[O:15])[CH2:4][C:5]1[C:13]2[C:8](=[CH:9][CH:10]=[CH:11][CH:12]=2)[NH:7][CH:6]=1.C([O-])(O)=O.[Na+].[CH3:22][N:23]([CH3:37])[C:24]1([C:31]2[CH:36]=[CH:35][CH:34]=[CH:33][CH:32]=2)[CH2:29][CH2:28][C:27](=O)[CH2:26][CH2:25]1.C(O)(=O)C.[O-]S([O-])(=O)=O.[Na+].[Na+].[BH-](OC(C)=O)(OC(C)=O)OC(C)=O.[Na+], predict the reaction product. The product is: [ClH:1].[ClH:1].[CH3:22][N:23]([CH3:37])[C:24]1([C:31]2[CH:32]=[CH:33][CH:34]=[CH:35][CH:36]=2)[CH2:25][CH2:26][CH:27]([NH:2][CH:3]([CH2:4][C:5]2[C:13]3[C:8](=[CH:9][CH:10]=[CH:11][CH:12]=3)[NH:7][CH:6]=2)[C:14]([NH2:16])=[O:15])[CH2:28][CH2:29]1. (7) Given the reactants Br[C:2]1[C:10]2[C:5](=[CH:6][CH:7]=[C:8]([C:11]3[C:16]([F:17])=[CH:15][CH:14]=[CH:13][C:12]=3[F:18])[CH:9]=2)[N:4]([CH:19]2[CH2:24][CH2:23][CH2:22][CH2:21][O:20]2)[N:3]=1.CC1(C)C(C)(C)OB([C:33]2[CH:34]=[C:35]([N:39]3[CH2:44][CH2:43][CH:42]([NH:45][C:46](=[O:52])[O:47][C:48]([CH3:51])([CH3:50])[CH3:49])[CH2:41][CH2:40]3)[CH:36]=[N:37][CH:38]=2)O1.C([O-])([O-])=O.[Na+].[Na+], predict the reaction product. The product is: [F:18][C:12]1[CH:13]=[CH:14][CH:15]=[C:16]([F:17])[C:11]=1[C:8]1[CH:9]=[C:10]2[C:5](=[CH:6][CH:7]=1)[N:4]([CH:19]1[CH2:24][CH2:23][CH2:22][CH2:21][O:20]1)[N:3]=[C:2]2[C:33]1[CH:34]=[C:35]([N:39]2[CH2:40][CH2:41][CH:42]([NH:45][C:46](=[O:52])[O:47][C:48]([CH3:50])([CH3:49])[CH3:51])[CH2:43][CH2:44]2)[CH:36]=[N:37][CH:38]=1. (8) Given the reactants [Na].[OH:2][C:3]1[C:4]([C:17](=[O:19])[CH3:18])=[CH:5][C:6]2[C:7]([CH3:16])([CH3:15])[CH2:8][CH2:9][C:10]([CH3:14])([CH3:13])[C:11]=2[CH:12]=1.[CH:20]([O-])=[O:21], predict the reaction product. The product is: [OH:21][CH:20]1[CH2:18][C:17](=[O:19])[C:4]2[C:3](=[CH:12][C:11]3[C:10]([CH3:13])([CH3:14])[CH2:9][CH2:8][C:7]([CH3:16])([CH3:15])[C:6]=3[CH:5]=2)[O:2]1. (9) Given the reactants Cl.Cl.[NH2:3][CH2:4][C:5]1[CH:6]=[C:7]([C:11]2[C:12]3[N:13]([N:18]=[C:19]([NH:21][CH:22]4[CH2:27][CH2:26][N:25]([C:28]5[CH:33]=[C:32]([CH3:34])[N:31]=[CH:30][N:29]=5)[CH2:24][CH2:23]4)[N:20]=3)[CH:14]=[C:15]([CH3:17])[CH:16]=2)[CH:8]=[CH:9][CH:10]=1.C(N(CC)C(C)C)(C)C.Cl[C:45]([O:47][CH2:48][CH3:49])=[O:46], predict the reaction product. The product is: [CH3:17][C:15]1[CH:16]=[C:11]([C:7]2[CH:6]=[C:5]([CH:10]=[CH:9][CH:8]=2)[CH2:4][NH:3][C:45](=[O:46])[O:47][CH2:48][CH3:49])[C:12]2[N:13]([N:18]=[C:19]([NH:21][CH:22]3[CH2:23][CH2:24][N:25]([C:28]4[CH:33]=[C:32]([CH3:34])[N:31]=[CH:30][N:29]=4)[CH2:26][CH2:27]3)[N:20]=2)[CH:14]=1. (10) Given the reactants [F:1][C:2]1[CH:3]=[C:4]([N:22]2[C:26](=[O:27])[NH:25][N:24]=[CH:23]2)[CH:5]=[CH:6][C:7]=1[N:8]1[CH2:13][CH2:12][N:11]([C:14]2[CH:19]=[CH:18][C:17]([O:20][CH3:21])=[CH:16][CH:15]=2)[CH2:10][CH2:9]1.C([O-])([O-])=O.[K+].[K+].Br[CH:35]([CH2:37][CH3:38])[CH3:36], predict the reaction product. The product is: [CH:35]([N:25]1[C:26](=[O:27])[N:22]([C:4]2[CH:5]=[CH:6][C:7]([N:8]3[CH2:9][CH2:10][N:11]([C:14]4[CH:15]=[CH:16][C:17]([O:20][CH3:21])=[CH:18][CH:19]=4)[CH2:12][CH2:13]3)=[C:2]([F:1])[CH:3]=2)[CH:23]=[N:24]1)([CH2:37][CH3:38])[CH3:36].